From a dataset of Full USPTO retrosynthesis dataset with 1.9M reactions from patents (1976-2016). Predict the reactants needed to synthesize the given product. Given the product [I:1][C:2]1[CH:7]=[N:6][N:5]([CH:27]2[CH2:28][CH2:29][CH2:30][CH2:31][O:26]2)[C:4](=[O:8])[CH:3]=1, predict the reactants needed to synthesize it. The reactants are: [I:1][C:2]1[CH:7]=[N:6][NH:5][C:4](=[O:8])[CH:3]=1.C1(C)C=CC(S([O-])(=O)=O)=CC=1.[NH+]1C=CC=CC=1.[O:26]1[CH:31]=[CH:30][CH2:29][CH2:28][CH2:27]1.